This data is from Forward reaction prediction with 1.9M reactions from USPTO patents (1976-2016). The task is: Predict the product of the given reaction. (1) Given the reactants [Cl:1][C:2]1[CH:3]=[C:4](OS(C(F)(F)F)(=O)=O)[CH:5]=[C:6]([Cl:21])[C:7]=1[CH2:8][C@@H:9]1[CH2:13][CH2:12][N:11]([N:14]2[CH2:19][CH2:18][O:17][CH2:16][CH2:15]2)[C:10]1=[O:20].[C:30]([O:34][C:35]([C:37]1[CH:42]=[CH:41][C:40](B(O)O)=[CH:39][CH:38]=1)=[O:36])([CH3:33])([CH3:32])[CH3:31].C(=O)([O-])[O-].[Na+].[Na+], predict the reaction product. The product is: [C:30]([O:34][C:35]([C:37]1[CH:42]=[CH:41][C:40]([C:4]2[CH:3]=[C:2]([Cl:1])[C:7]([CH2:8][C@@H:9]3[CH2:13][CH2:12][N:11]([N:14]4[CH2:19][CH2:18][O:17][CH2:16][CH2:15]4)[C:10]3=[O:20])=[C:6]([Cl:21])[CH:5]=2)=[CH:39][CH:38]=1)=[O:36])([CH3:33])([CH3:31])[CH3:32]. (2) Given the reactants [C:1](Cl)(=[O:6])[C:2]([CH3:5])([CH3:4])[CH3:3].[Br:8][C:9]([F:13])([F:12])[CH2:10][OH:11].C(N(CC)CC)C, predict the reaction product. The product is: [C:1]([O:11][CH2:10][C:9]([Br:8])([F:13])[F:12])(=[O:6])[C:2]([CH3:5])([CH3:4])[CH3:3]. (3) The product is: [C:12]([C:6]1[C:5]([NH:15][C@H:16]2[CH2:21][CH2:20][C@H:19]([CH2:22][N:23]([CH3:25])[CH3:24])[CH2:18][CH2:17]2)=[C:4]2[C:9]([CH:10]=[CH:11][C:2]([C:31]3[C:27]([CH3:26])=[N:28][N:29]([C:42]([O:44][C:45]([CH3:47])([CH3:46])[CH3:48])=[O:43])[C:30]=3[CH3:41])=[N:3]2)=[N:8][CH:7]=1)(=[O:14])[CH3:13]. Given the reactants Cl[C:2]1[N:3]=[C:4]2[C:9](=[CH:10][CH:11]=1)[N:8]=[CH:7][C:6]([C:12](=[O:14])[CH3:13])=[C:5]2[NH:15][C@H:16]1[CH2:21][CH2:20][C@H:19]([CH2:22][N:23]([CH3:25])[CH3:24])[CH2:18][CH2:17]1.[CH3:26][C:27]1[C:31](B2OC(C)(C)C(C)(C)O2)=[C:30]([CH3:41])[N:29]([C:42]([O:44][C:45]([CH3:48])([CH3:47])[CH3:46])=[O:43])[N:28]=1, predict the reaction product. (4) Given the reactants [Cl:1][C:2]1[CH:3]=[CH:4][C:5]2[NH:11][C:10](=[N:12][NH:13][C:14]([CH:16]3[CH2:18][CH2:17]3)=O)[C@@H:9]([CH2:19][C:20]([O:22][CH3:23])=[O:21])[S:8][C@H:7]([C:24]3[CH:29]=[CH:28][CH:27]=[C:26]([O:30][CH3:31])[C:25]=3[O:32][CH3:33])[C:6]=2[CH:34]=1, predict the reaction product. The product is: [Cl:1][C:2]1[CH:3]=[CH:4][C:5]2[N:11]3[C:14]([CH:16]4[CH2:17][CH2:18]4)=[N:13][N:12]=[C:10]3[C@@H:9]([CH2:19][C:20]([O:22][CH3:23])=[O:21])[S:8][C@H:7]([C:24]3[CH:29]=[CH:28][CH:27]=[C:26]([O:30][CH3:31])[C:25]=3[O:32][CH3:33])[C:6]=2[CH:34]=1.